From a dataset of Experimentally validated miRNA-target interactions with 360,000+ pairs, plus equal number of negative samples. Binary Classification. Given a miRNA mature sequence and a target amino acid sequence, predict their likelihood of interaction. The miRNA is hsa-miR-6088 with sequence AGAGAUGAAGCGGGGGGGCG. The protein sequence of the target gene is MRKHRHLPLVAVFCLFLSGFPTTHAQQQQADVKNGAAADIIFLVDSSWTIGEEHFQLVREFLYDVVKSLAVGENDFHFALVQFNGNPHTEFLLNTYRTKQEVLSHISNMSYIGGTNQTGKGLEYIMQSHLTKAAGSRAGDGVPQVIVVLTDGHSKDGLALPSAELKSADVNVFAIGVEDADEGALKEIASEPLNMHMFNLENFTSLHDIVGNLVSCVHSSVSPERAGDTETLKDITAQDSADIIFLIDGSNNTGSVNFAVILDFLVNLLEKLPIGTQQIRVGVVQFSDEPRTMFSLDTYS.... Result: 0 (no interaction).